This data is from Forward reaction prediction with 1.9M reactions from USPTO patents (1976-2016). The task is: Predict the product of the given reaction. (1) Given the reactants CC1(C)[O:6][C@H:5]([CH2:7][N:8]2[CH:12]=[CH:11][C:10]([NH:13][C:14](=[O:35])[C@@H:15]([N:21]3[CH2:25][C:24]([O:26][C:27]4[CH:32]=[CH:31][CH:30]=[CH:29][C:28]=4[Cl:33])=[CH:23][C:22]3=[O:34])[CH2:16][C:17]([F:20])([F:19])[CH3:18])=[N:9]2)[CH2:4][O:3]1.C1(C)C=CC(S(O)(=O)=O)=CC=1, predict the reaction product. The product is: [OH:6][C@@H:5]([CH2:4][OH:3])[CH2:7][N:8]1[CH:12]=[CH:11][C:10]([NH:13][C:14](=[O:35])[C@@H:15]([N:21]2[CH2:25][C:24]([O:26][C:27]3[CH:32]=[CH:31][CH:30]=[CH:29][C:28]=3[Cl:33])=[CH:23][C:22]2=[O:34])[CH2:16][C:17]([F:19])([F:20])[CH3:18])=[N:9]1. (2) Given the reactants [F:1][C:2]1[CH:8]=[CH:7][C:5]([NH2:6])=[C:4]([C:9]#[C:10][Si](C)(C)C)[CH:3]=1.Cl.[N:16]([O-])=O.[Na+].[OH2:20], predict the reaction product. The product is: [F:1][C:2]1[CH:3]=[C:4]2[C:5](=[CH:7][CH:8]=1)[N:6]=[N:16][CH:10]=[C:9]2[OH:20]. (3) Given the reactants [CH3:1][C@@:2]12[C:18](=[O:19])[CH2:17][CH2:16][C@H:15]1[C@H:14]1[C@@H:5]([C:6]3[C:11]([CH2:12][CH2:13]1)=[CH:10][C:9]([OH:20])=[C:8]([O:21][CH3:22])[CH:7]=3)[CH2:4][CH2:3]2.C(Cl)Cl.[F:26][C:27]([F:40])([F:39])[S:28](O[S:28]([C:27]([F:40])([F:39])[F:26])(=[O:30])=[O:29])(=[O:30])=[O:29].Cl, predict the reaction product. The product is: [F:26][C:27]([S:28]([O:20][C:9]1[C:8]([O:21][CH3:22])=[CH:7][C:6]2[C@@H:5]3[C@H:14]([C@H:15]4[C@@:2]([CH2:3][CH2:4]3)([CH3:1])[C:18](=[O:19])[CH2:17][CH2:16]4)[CH2:13][CH2:12][C:11]=2[CH:10]=1)(=[O:30])=[O:29])([F:40])[F:39].